Dataset: NCI-60 drug combinations with 297,098 pairs across 59 cell lines. Task: Regression. Given two drug SMILES strings and cell line genomic features, predict the synergy score measuring deviation from expected non-interaction effect. (1) Drug 1: C1=CN(C=N1)CC(O)(P(=O)(O)O)P(=O)(O)O. Drug 2: CC1=C(C(=O)C2=C(C1=O)N3CC4C(C3(C2COC(=O)N)OC)N4)N. Cell line: M14. Synergy scores: CSS=50.3, Synergy_ZIP=-2.60, Synergy_Bliss=-5.33, Synergy_Loewe=-32.2, Synergy_HSA=-4.05. (2) Drug 1: COC1=CC(=CC(=C1O)OC)C2C3C(COC3=O)C(C4=CC5=C(C=C24)OCO5)OC6C(C(C7C(O6)COC(O7)C8=CC=CS8)O)O. Drug 2: CCN(CC)CCCC(C)NC1=C2C=C(C=CC2=NC3=C1C=CC(=C3)Cl)OC. Cell line: SW-620. Synergy scores: CSS=57.2, Synergy_ZIP=4.65, Synergy_Bliss=4.84, Synergy_Loewe=5.21, Synergy_HSA=7.92.